This data is from Reaction yield outcomes from USPTO patents with 853,638 reactions. The task is: Predict the reaction yield, written as a fraction of the theoretical maximum amount of product (1.0 means a 100% yield; for example, 0.34 means a 34% yield). The reactants are [ClH:1].[CH3:2][C:3]1[O:7][N:6]=[C:5]([C:8]2[CH:13]=[CH:12][C:11]([C@H:14]3[CH2:19][N:18](C([O-])=O)[CH2:17][CH2:16][N:15]3C([O-])=O)=[CH:10][CH:9]=2)[N:4]=1. The catalyst is C(OCC)(=O)C.CO. The product is [ClH:1].[ClH:1].[CH3:2][C:3]1[O:7][N:6]=[C:5]([C:8]2[CH:13]=[CH:12][C:11]([C@H:14]3[CH2:19][NH:18][CH2:17][CH2:16][NH:15]3)=[CH:10][CH:9]=2)[N:4]=1. The yield is 1.00.